From a dataset of Reaction yield outcomes from USPTO patents with 853,638 reactions. Predict the reaction yield, written as a fraction of the theoretical maximum amount of product (1.0 means a 100% yield; for example, 0.34 means a 34% yield). (1) The reactants are [C:1]([N:5]1[CH2:8][CH:7]([N:9]2[CH2:14][CH2:13][N:12]([C:15](=[O:31])[CH2:16][NH:17][C:18]3[CH:26]=[C:25]([CH:27]4[CH2:29][CH2:28]4)[C:24]([Cl:30])=[CH:23][C:19]=3[C:20]([NH2:22])=O)[CH2:11][CH2:10]2)[CH2:6]1)(=[O:4])[CH:2]=[CH2:3].CCN(CC)CC.FC(F)(F)C(OC(=O)C(F)(F)F)=O.O. The catalyst is C(Cl)Cl. The product is [C:1]([N:5]1[CH2:6][CH:7]([N:9]2[CH2:10][CH2:11][N:12]([C:15](=[O:31])[CH2:16][NH:17][C:18]3[CH:26]=[C:25]([CH:27]4[CH2:28][CH2:29]4)[C:24]([Cl:30])=[CH:23][C:19]=3[C:20]#[N:22])[CH2:13][CH2:14]2)[CH2:8]1)(=[O:4])[CH:2]=[CH2:3]. The yield is 0.720. (2) The reactants are [NH2:1][C:2]1[CH:7]=[CH:6][C:5]([C:8]2([C:11]([O:13][CH3:14])=[O:12])[CH2:10][CH2:9]2)=[CH:4][C:3]=1[C:15]#[C:16][Si](C)(C)C. The catalyst is CN(C=O)C.[Cu]I. The product is [NH:1]1[C:2]2[C:3](=[CH:4][C:5]([C:8]3([C:11]([O:13][CH3:14])=[O:12])[CH2:10][CH2:9]3)=[CH:6][CH:7]=2)[CH:15]=[CH:16]1. The yield is 0.510. (3) The reactants are [N:1]1[CH:6]=[CH:5][CH:4]=[CH:3][C:2]=1[C:7]1[CH:8]=[CH:9][C:10](=[O:19])[N:11]([C:13]2[CH:18]=[CH:17][CH:16]=[CH:15][CH:14]=2)[CH:12]=1.[Br:20]N1C(=O)CCC1=O.CN(C)C=O.CC(O)C. The catalyst is O. The product is [Br:20][C:9]1[C:10](=[O:19])[N:11]([C:13]2[CH:18]=[CH:17][CH:16]=[CH:15][CH:14]=2)[CH:12]=[C:7]([C:2]2[CH:3]=[CH:4][CH:5]=[CH:6][N:1]=2)[CH:8]=1. The yield is 0.864. (4) The reactants are [OH-].[Na+].[CH3:3][O:4][C:5]1[N:10]=[CH:9][C:8]([N:11]2[C:15]([C:16]3[CH:21]=[CH:20][CH:19]=[CH:18][N:17]=3)=[CH:14][C:13]([C:22]([O:24]CC)=[O:23])=[N:12]2)=[CH:7][CH:6]=1. The catalyst is CO. The product is [CH3:3][O:4][C:5]1[N:10]=[CH:9][C:8]([N:11]2[C:15]([C:16]3[CH:21]=[CH:20][CH:19]=[CH:18][N:17]=3)=[CH:14][C:13]([C:22]([OH:24])=[O:23])=[N:12]2)=[CH:7][CH:6]=1. The yield is 0.860. (5) The reactants are [NH2:1][C:2]1[C:11]2[C:6](=[C:7](Br)[CH:8]=[CH:9][CH:10]=2)[N:5]=[N:4][C:3]=1[C:13]([NH:15][CH2:16][CH2:17][CH3:18])=[O:14].[F:19][C:20]1[CH:25]=[CH:24][C:23]([CH3:26])=[CH:22][C:21]=1B(O)O. No catalyst specified. The product is [NH2:1][C:2]1[C:11]2[C:6](=[C:7]([C:21]3[CH:22]=[C:23]([CH3:26])[CH:24]=[CH:25][C:20]=3[F:19])[CH:8]=[CH:9][CH:10]=2)[N:5]=[N:4][C:3]=1[C:13]([NH:15][CH2:16][CH2:17][CH3:18])=[O:14]. The yield is 0.770. (6) The reactants are [CH2:1]([O:8][C:9]1[CH:16]=[CH:15][C:12]([CH:13]=O)=[CH:11][C:10]=1[F:17])[C:2]1[CH:7]=[CH:6][CH:5]=[CH:4][CH:3]=1.[NH:18]1[CH2:21][CH:20]([C:22]([OH:24])=[O:23])[CH2:19]1.CC(O)=O.[BH3-]C#N.[Na+].Cl. The catalyst is CO. The product is [CH2:1]([O:8][C:9]1[CH:16]=[CH:15][C:12]([CH2:13][N:18]2[CH2:21][CH:20]([C:22]([OH:24])=[O:23])[CH2:19]2)=[CH:11][C:10]=1[F:17])[C:2]1[CH:7]=[CH:6][CH:5]=[CH:4][CH:3]=1. The yield is 0.630.